From a dataset of Catalyst prediction with 721,799 reactions and 888 catalyst types from USPTO. Predict which catalyst facilitates the given reaction. (1) Reactant: Br[C:2]1[CH:7]=[CH:6][C:5]([C@H:8]2[O:13][CH2:12][CH2:11][N:10]([C:14]([O:16][C:17]([CH3:20])([CH3:19])[CH3:18])=[O:15])[CH2:9]2)=[C:4]([F:21])[CH:3]=1.[F:22][C:23]([F:32])([F:31])[C:24]1[CH:25]=[N:26][C:27]([NH2:30])=[N:28][CH:29]=1. Product: [F:21][C:4]1[CH:3]=[C:2]([NH:30][C:27]2[N:26]=[CH:25][C:24]([C:23]([F:32])([F:22])[F:31])=[CH:29][N:28]=2)[CH:7]=[CH:6][C:5]=1[C@H:8]1[O:13][CH2:12][CH2:11][N:10]([C:14]([O:16][C:17]([CH3:20])([CH3:19])[CH3:18])=[O:15])[CH2:9]1. The catalyst class is: 12. (2) Reactant: [Br:1][C:2]1[CH:3]=[CH:4][C:5]([N+:9]([O-:11])=[O:10])=[C:6]([CH:8]=1)[NH2:7].[BH-](OC(C)=O)(OC(C)=O)OC(C)=O.[Na+].[CH3:26][S:27][C:28]1[S:29][C:30]2[CH:36]=[C:35]([CH:37]=O)[CH:34]=[CH:33][C:31]=2[N:32]=1. Product: [Br:1][C:2]1[CH:3]=[CH:4][C:5]([N+:9]([O-:11])=[O:10])=[C:6]([CH:8]=1)[NH:7][CH2:37][C:35]1[CH:34]=[CH:33][C:31]2[N:32]=[C:28]([S:27][CH3:26])[S:29][C:30]=2[CH:36]=1. The catalyst class is: 137. (3) Reactant: [CH:1]([C:4]1[C:5]([O:13][CH3:14])=[CH:6][C:7]([CH3:12])=[C:8]([CH:11]=1)[CH:9]=O)([CH3:3])[CH3:2].[C:15]([NH:18][C:19]1[CH:27]=[C:26]2[C:22]([CH2:23][C:24](=[O:28])[NH:25]2)=[CH:21][CH:20]=1)(=[O:17])[CH3:16].N1CCCC1.O. Product: [CH:1]([C:4]1[C:5]([O:13][CH3:14])=[CH:6][C:7]([CH3:12])=[C:8]([CH:11]=1)[CH:9]=[C:23]1[C:22]2[C:26](=[CH:27][C:19]([NH:18][C:15](=[O:17])[CH3:16])=[CH:20][CH:21]=2)[NH:25][C:24]1=[O:28])([CH3:3])[CH3:2]. The catalyst class is: 8. (4) Reactant: O.Cl.CO[C:5]1[CH:10]=[CH:9][C:8]([N+:11]([O-])=O)=[CH:7][C:6]=1[N:14]([CH3:22])[CH:15]1[CH2:20][CH2:19][N:18]([CH3:21])[CH2:17][CH2:16]1.[OH-].[Na+].[CH2:25]([OH:27])C. Product: [CH3:25][O:27][C:9]1[CH:10]=[CH:5][C:6]([N:14]([CH3:22])[CH:15]2[CH2:16][CH2:17][N:18]([CH3:21])[CH2:19][CH2:20]2)=[CH:7][C:8]=1[NH2:11]. The catalyst class is: 292. (5) Reactant: [CH3:1][O:2][C:3]1[CH:4]=[C:5]2[C:10](=[CH:11][CH:12]=1)[N:9]=[C:8]([C:13]1[CH:18]=[C:17]([O:19][CH3:20])[C:16]([O:21][CH3:22])=[C:15]([O:23][CH3:24])[CH:14]=1)[CH:7]=[C:6]2[C:25](O)=[O:26].[NH2:28][C@H:29]([CH2:33][C:34]1[C:42]2[C:37](=[CH:38][CH:39]=[CH:40][CH:41]=2)[NH:36][CH:35]=1)[CH2:30][CH2:31][OH:32].C1C=C2N=NN(O)C2=CC=1.O.C(Cl)CCl. Product: [OH:32][CH2:31][CH2:30][C@H:29]([NH:28][C:25]([C:6]1[C:5]2[C:10](=[CH:11][CH:12]=[C:3]([O:2][CH3:1])[CH:4]=2)[N:9]=[C:8]([C:13]2[CH:14]=[C:15]([O:23][CH3:24])[C:16]([O:21][CH3:22])=[C:17]([O:19][CH3:20])[CH:18]=2)[CH:7]=1)=[O:26])[CH2:33][C:34]1[C:42]2[C:37](=[CH:38][CH:39]=[CH:40][CH:41]=2)[NH:36][CH:35]=1. The catalyst class is: 18. (6) The catalyst class is: 2. Product: [CH3:15][O:14][C:12]1[C:11]([N:16]2[CH:20]=[CH:19][CH:18]=[CH:17]2)=[CH:10][C:9]2[NH:21][C:22](=[O:34])[CH2:23][C:24]([C:26]3[CH:27]=[C:28]([CH:29]=[CH:30][CH:31]=3)[C:32]#[N:33])=[N:7][C:8]=2[CH:13]=1. Reactant: C(OC(=O)[NH:7][C:8]1[CH:13]=[C:12]([O:14][CH3:15])[C:11]([N:16]2[CH:20]=[CH:19][CH:18]=[CH:17]2)=[CH:10][C:9]=1[NH:21][C:22](=[O:34])[CH2:23][C:24]([C:26]1[CH:31]=[CH:30][CH:29]=[C:28]([C:32]#[N:33])[CH:27]=1)=O)(C)(C)C.C(O)(C(F)(F)F)=O. (7) Reactant: [F:1][C:2]([F:26])([F:25])[C:3]([OH:24])([C:18]1[CH:23]=[CH:22][CH:21]=[CH:20][CH:19]=1)[C:4]([NH:6][CH2:7][C:8]1[CH:9]=[N:10][CH:11]=[C:12]([C:14]([F:17])([F:16])[F:15])[CH:13]=1)=[O:5].C1C=C(Cl)C=C(C(OO)=[O:35])C=1. The catalyst class is: 4. Product: [F:26][C:2]([F:1])([F:25])[C@@:3]([OH:24])([C:18]1[CH:23]=[CH:22][CH:21]=[CH:20][CH:19]=1)[C:4]([NH:6][CH2:7][C:8]1[CH:9]=[N+:10]([O-:35])[CH:11]=[C:12]([C:14]([F:16])([F:15])[F:17])[CH:13]=1)=[O:5].